Dataset: Catalyst prediction with 721,799 reactions and 888 catalyst types from USPTO. Task: Predict which catalyst facilitates the given reaction. (1) Reactant: [F:1][C:2]1[CH:10]=[CH:9][C:5]([CH:6]=[N:7]O)=[CH:4][CH:3]=1. Product: [F:1][C:2]1[CH:10]=[CH:9][C:5]([CH2:6][NH2:7])=[CH:4][CH:3]=1. The catalyst class is: 565. (2) Reactant: [OH:1][C:2]1[CH:7]=[CH:6][C:5]([CH2:8][CH2:9][C:10]([O:12][CH3:13])=[O:11])=[CH:4][CH:3]=1.[CH2:14](O)[C:15]1[CH:20]=[CH:19][CH:18]=[CH:17][CH:16]=1.C1(P(C2C=CC=CC=2)C2C=CC=CC=2)C=CC=CC=1.N(C(OCC)=O)=NC(OCC)=O. Product: [C:15]1([CH2:14][O:1][C:2]2[CH:3]=[CH:4][C:5]([CH2:8][CH2:9][C:10]([O:12][CH3:13])=[O:11])=[CH:6][CH:7]=2)[CH:20]=[CH:19][CH:18]=[CH:17][CH:16]=1. The catalyst class is: 30. (3) Reactant: [F:1][C:2]1([F:32])[O:6][C:5]2[CH:7]=[CH:8][C:9]([C:11]3([C:14]([NH:16][C:17]4[N:22]=[C:21]([C:23]5[CH:24]=[N:25][C:26]([O:29]C)=[CH:27][CH:28]=5)[C:20]([CH3:31])=[CH:19][CH:18]=4)=[O:15])[CH2:13][CH2:12]3)=[CH:10][C:4]=2[O:3]1.C(N(CC)CC)C. Product: [F:32][C:2]1([F:1])[O:6][C:5]2[CH:7]=[CH:8][C:9]([C:11]3([C:14]([NH:16][C:17]4[CH:18]=[CH:19][C:20]([CH3:31])=[C:21]([C:23]5[CH:28]=[CH:27][C:26](=[O:29])[NH:25][CH:24]=5)[N:22]=4)=[O:15])[CH2:13][CH2:12]3)=[CH:10][C:4]=2[O:3]1. The catalyst class is: 393. (4) Reactant: [Cl:1][C:2]1[C:11]2[C:6](=[CH:7][CH:8]=[C:9]([C:12]([C:20]3[C:21]([CH3:27])=[N:22][C:23]([CH3:26])=[CH:24][CH:25]=3)([OH:19])[C:13]3[N:17]([CH3:18])[N:16]=[N:15][CH:14]=3)[CH:10]=2)[N:5]=[C:4]([O:28][CH3:29])[C:3]=1[C:30](O)=[O:31].C1C=CC2N(O)N=NC=2C=1.C(N(CC)CC)C.Cl.[F:51][C:52]([F:56])([F:55])[CH2:53][NH2:54].CCN=C=NCCCN(C)C. Product: [Cl:1][C:2]1[C:11]2[C:6](=[CH:7][CH:8]=[C:9]([C:12]([C:20]3[C:21]([CH3:27])=[N:22][C:23]([CH3:26])=[CH:24][CH:25]=3)([OH:19])[C:13]3[N:17]([CH3:18])[N:16]=[N:15][CH:14]=3)[CH:10]=2)[N:5]=[C:4]([O:28][CH3:29])[C:3]=1[C:30]([NH:54][CH2:53][C:52]([F:56])([F:55])[F:51])=[O:31]. The catalyst class is: 3. (5) Reactant: [CH2:1]([N:3]1[CH2:8][CH2:7][NH:6][CH2:5][CH2:4]1)[CH3:2].C(=O)([O-])[O-].[K+].[K+].[CH2:15]([O:22][C:23]1[CH:50]=[CH:49][C:48]([CH2:51][CH2:52]Br)=[CH:47][C:24]=1[C:25]([NH:27][C:28]1[CH:40]=[C:39]([C:41]2[CH:46]=[CH:45][CH:44]=[CH:43][CH:42]=2)[CH:38]=[CH:37][C:29]=1[C:30]([O:32][C:33]([CH3:36])([CH3:35])[CH3:34])=[O:31])=[O:26])[C:16]1[CH:21]=[CH:20][CH:19]=[CH:18][CH:17]=1. Product: [CH2:15]([O:22][C:23]1[CH:50]=[CH:49][C:48]([CH2:51][CH2:52][N:6]2[CH2:7][CH2:8][N:3]([CH2:1][CH3:2])[CH2:4][CH2:5]2)=[CH:47][C:24]=1[C:25]([NH:27][C:28]1[CH:40]=[C:39]([C:41]2[CH:46]=[CH:45][CH:44]=[CH:43][CH:42]=2)[CH:38]=[CH:37][C:29]=1[C:30]([O:32][C:33]([CH3:36])([CH3:35])[CH3:34])=[O:31])=[O:26])[C:16]1[CH:21]=[CH:20][CH:19]=[CH:18][CH:17]=1. The catalyst class is: 21. (6) Reactant: [C:1]([CH2:4][CH2:5][C:6]1[C:11]([C:12](O)=[O:13])=[C:10]([OH:15])[C:9]([CH3:16])=[N:8][CH:7]=1)([OH:3])=[O:2].Cl. Product: [CH:12]([C:11]1[C:10]([OH:15])=[C:9]([CH3:16])[N:8]=[CH:7][C:6]=1[CH:5]=[CH:4][C:1]([OH:3])=[O:2])=[O:13]. The catalyst class is: 5. (7) Reactant: [CH3:1][O:2][CH2:3][CH:4]1[CH2:9][CH2:8][N:7]([C:10]2[C:11]3[C:22]([C:23]4[CH:28]=[CH:27][CH:26]=[CH:25][CH:24]=4)=[CH:21][S:20][C:12]=3[N:13]=[C:14]([CH2:16][C:17](O)=[O:18])[N:15]=2)[CH2:6][CH2:5]1.[NH:29]1[CH2:33][CH2:32][CH2:31][CH2:30]1.CN(C(ON1N=NC2C=CC=NC1=2)=[N+](C)C)C.F[P-](F)(F)(F)(F)F.C(N(CC)CC)C. The catalyst class is: 10. Product: [CH3:1][O:2][CH2:3][CH:4]1[CH2:9][CH2:8][N:7]([C:10]2[C:11]3[C:22]([C:23]4[CH:24]=[CH:25][CH:26]=[CH:27][CH:28]=4)=[CH:21][S:20][C:12]=3[N:13]=[C:14]([CH2:16][C:17]([N:29]3[CH2:33][CH2:32][CH2:31][CH2:30]3)=[O:18])[N:15]=2)[CH2:6][CH2:5]1. (8) Reactant: [NH2:1][C:2]([CH3:34])([CH3:33])[CH2:3][NH:4][C:5](=[O:32])[C:6]1[CH:11]=[CH:10][C:9](/[CH:12]=[CH:13]/[CH:14]([C:19]2[CH:24]=[C:23]([Cl:25])[C:22]([Cl:26])=[C:21]([Cl:27])[CH:20]=2)[C:15]([F:18])([F:17])[F:16])=[CH:8][C:7]=1[C:28]([F:31])([F:30])[F:29].F[P-](F)(F)(F)(F)F.CN(C(N(C)C)=[N+]1C2C(=NC=CC=2)[N+]([O-])=N1)C.[F:59][C:60]([F:65])([F:64])[C:61](O)=[O:62].CN1CCOCC1. Product: [CH3:33][C:2]([NH:1][C:61](=[O:62])[C:60]([F:65])([F:64])[F:59])([CH3:34])[CH2:3][NH:4][C:5](=[O:32])[C:6]1[CH:11]=[CH:10][C:9](/[CH:12]=[CH:13]/[CH:14]([C:19]2[CH:24]=[C:23]([Cl:25])[C:22]([Cl:26])=[C:21]([Cl:27])[CH:20]=2)[C:15]([F:18])([F:16])[F:17])=[CH:8][C:7]=1[C:28]([F:31])([F:30])[F:29]. The catalyst class is: 3.